From a dataset of Forward reaction prediction with 1.9M reactions from USPTO patents (1976-2016). Predict the product of the given reaction. (1) Given the reactants [Al].[OH:2][C:3]1[CH:8]=[CH:7][C:6]([O:9][CH3:10])=[CH:5][C:4]=1[C:11]([C:13]1[CH:18]=[CH:17][CH:16]=[CH:15][CH:14]=1)=[O:12].OC1C=CC(OC)=C([C:26]([C:28]2[CH:33]=[CH:32]C=CC=2)=[O:27])C=1.[C:36]1(=O)CCC1, predict the reaction product. The product is: [CH3:36][O:2][C:3]1[CH:8]=[CH:7][C:6]([O:9][CH3:10])=[CH:5][C:4]=1[C:11]([OH:12])([C:13]1[CH:14]=[CH:15][CH:16]=[CH:17][CH:18]=1)[C:26]1([OH:27])[CH2:28][CH2:33][CH2:32]1. (2) Given the reactants [NH2:1][C:2]1[C:3]([C:12]([NH2:14])=[O:13])=[N:4][N:5]2[CH2:10][CH2:9][NH:8][C:7](=[O:11])[C:6]=12.[F:15][C:16]([F:31])([F:30])[C:17]1[C:25]2[CH2:24][CH2:23][CH2:22][CH2:21][C:20]=2[N:19]([CH2:26][C:27](O)=[O:28])[N:18]=1.[I-].ClC1C=CC=C[N+]=1C.C(N(CC)C(C)C)(C)C, predict the reaction product. The product is: [O:11]=[C:7]1[NH:8][CH2:9][CH2:10][N:5]2[N:4]=[C:3]([C:12]([NH2:14])=[O:13])[C:2]([NH:1][C:27](=[O:28])[CH2:26][N:19]3[C:20]4[CH2:21][CH2:22][CH2:23][CH2:24][C:25]=4[C:17]([C:16]([F:30])([F:15])[F:31])=[N:18]3)=[C:6]12. (3) Given the reactants O.NN.[C:4]([O:8][C:9](=[O:38])[NH:10][CH:11]1[CH2:16][CH2:15][N:14]([S:17]([C:20]2[CH:25]=[CH:24][C:23]([CH2:26][N:27]3C(=O)C4C(=CC=CC=4)C3=O)=[CH:22][CH:21]=2)(=[O:19])=[O:18])[CH2:13][CH2:12]1)([CH3:7])([CH3:6])[CH3:5], predict the reaction product. The product is: [C:4]([O:8][C:9](=[O:38])[NH:10][CH:11]1[CH2:16][CH2:15][N:14]([S:17]([C:20]2[CH:21]=[CH:22][C:23]([CH2:26][NH2:27])=[CH:24][CH:25]=2)(=[O:19])=[O:18])[CH2:13][CH2:12]1)([CH3:7])([CH3:5])[CH3:6]. (4) Given the reactants C([O:3][C:4](=O)[CH2:5][O:6][C:7]1[CH:12]=[CH:11][C:10]([CH:13]2[CH2:17][CH2:16][CH:15]([NH:18][C@@H:19]([C:21]3[C:30]4[C:25](=[CH:26][CH:27]=[CH:28][CH:29]=4)[CH:24]=[CH:23][CH:22]=3)[CH3:20])[CH2:14]2)=[CH:9][CH:8]=1)C.[CH2:32]([Mg]Br)[CH3:33].[CH2:36]1COC[CH2:37]1, predict the reaction product. The product is: [C:21]1([C@H:19]([NH:18][C@H:15]2[CH2:16][CH2:17][C@@H:13]([C:10]3[CH:11]=[CH:12][C:7]([O:6][CH2:5][C:4]([OH:3])([CH2:32][CH3:33])[CH2:36][CH3:37])=[CH:8][CH:9]=3)[CH2:14]2)[CH3:20])[C:30]2[C:25](=[CH:26][CH:27]=[CH:28][CH:29]=2)[CH:24]=[CH:23][CH:22]=1. (5) Given the reactants [C:1]([O:5][C:6](=[O:34])[NH:7][C:8]1([C:12]2[CH:17]=[CH:16][C:15]([C:18]3[C:23]([C:24]4[CH:29]=[CH:28][CH:27]=[CH:26][CH:25]=4)=[CH:22][N:21]4[N:30]=[C:31](Br)[N:32]=[C:20]4[N:19]=3)=[CH:14][CH:13]=2)[CH2:11][CH2:10][CH2:9]1)([CH3:4])([CH3:3])[CH3:2].[CH3:35][N:36]1[CH:40]=[C:39](B2OC(C)(C)C(C)(C)O2)[CH:38]=[N:37]1.C(=O)([O-])[O-].[Na+].[Na+].COCCOC, predict the reaction product. The product is: [C:1]([O:5][C:6](=[O:34])[NH:7][C:8]1([C:12]2[CH:17]=[CH:16][C:15]([C:18]3[C:23]([C:24]4[CH:29]=[CH:28][CH:27]=[CH:26][CH:25]=4)=[CH:22][N:21]4[N:30]=[C:31]([C:39]5[CH:38]=[N:37][N:36]([CH3:35])[CH:40]=5)[N:32]=[C:20]4[N:19]=3)=[CH:14][CH:13]=2)[CH2:11][CH2:10][CH2:9]1)([CH3:4])([CH3:3])[CH3:2]. (6) Given the reactants [CH2:1]([OH:19])[CH2:2]CCCCCCCCCCCCCCCC.C(N=C=O)CCCCC[N:26]=[C:27]=[O:28].C(C(CO)(CO)CC)O.[C:41]([O-:54])(=[O:53])[CH2:42][CH2:43]CCCCCCCCC.C([Sn+2]CCCC)CCC.[C:41]([O-:54])(=[O:53])[CH2:42][CH2:43]CCCCCCCCC.COC1C=CC(O)=CC=1, predict the reaction product. The product is: [C:41]([OH:54])(=[O:53])[CH:42]=[CH2:43].[NH2:26][C:27]([O:19][CH2:1][CH3:2])=[O:28]. (7) Given the reactants [CH3:1][O:2][CH2:3][CH2:4][N:5]([CH2:23][C:24]1[CH:40]=[CH:39][C:27]([O:28][C:29]([CH3:38])([CH3:37])[C:30]([O:32]C(C)(C)C)=[O:31])=[CH:26][CH:25]=1)[CH2:6][C:7]([NH:9][C:10]1[CH:15]=[CH:14][C:13]([CH:16]([CH3:18])[CH3:17])=[CH:12][C:11]=1[C:19]([F:22])([F:21])[F:20])=[O:8].FC(F)(F)C(O)=O, predict the reaction product. The product is: [CH3:1][O:2][CH2:3][CH2:4][N:5]([CH2:23][C:24]1[CH:25]=[CH:26][C:27]([O:28][C:29]([CH3:38])([CH3:37])[C:30]([OH:32])=[O:31])=[CH:39][CH:40]=1)[CH2:6][C:7]([NH:9][C:10]1[CH:15]=[CH:14][C:13]([CH:16]([CH3:18])[CH3:17])=[CH:12][C:11]=1[C:19]([F:22])([F:21])[F:20])=[O:8]. (8) Given the reactants [CH:1]1([CH2:4][N:5]2[CH2:30][CH2:29][C@:12]34[C:13]5[C:14]6[O:28][C@H:11]3[C@@H:10]([CH2:31]O)[CH2:9][CH2:8][C@@:7]4([OH:33])[C@H:6]2[CH2:19][C:18]=5[CH:17]=[CH:16][C:15]=6[O:20][CH2:21][C:22]2[CH:27]=[CH:26][CH:25]=[CH:24][CH:23]=2)[CH2:3][CH2:2]1.N1C=CC=CC=1.[C:40]1([CH3:50])[CH:45]=[CH:44][C:43]([S:46](Cl)(=[O:48])=[O:47])=[CH:42][CH:41]=1, predict the reaction product. The product is: [CH:1]1([CH2:4][N:5]2[CH2:30][CH2:29][C@:12]34[C:13]5[C:14]6[O:28][C@H:11]3[C@@H:10]([CH2:31][S:46]([C:43]3[CH:44]=[CH:45][C:40]([CH3:50])=[CH:41][CH:42]=3)(=[O:48])=[O:47])[CH2:9][CH2:8][C@@:7]4([OH:33])[C@H:6]2[CH2:19][C:18]=5[CH:17]=[CH:16][C:15]=6[O:20][CH2:21][C:22]2[CH:23]=[CH:24][CH:25]=[CH:26][CH:27]=2)[CH2:3][CH2:2]1. (9) Given the reactants [NH:1]1[CH2:6][CH2:5][NH:4][CH2:3][C:2]1=[O:7].Cl[C:9]1[N:14]=[CH:13][C:12]([O:15][CH2:16][CH2:17][CH2:18][CH:19]2[CH2:24][CH2:23][N:22]([C:25]3[N:30]=[CH:29][C:28]([CH2:31][CH3:32])=[CH:27][N:26]=3)[CH2:21][CH2:20]2)=[CH:11][CH:10]=1.CC([O-])(C)C.[Na+], predict the reaction product. The product is: [CH2:31]([C:28]1[CH:29]=[N:30][C:25]([N:22]2[CH2:21][CH2:20][CH:19]([CH2:18][CH2:17][CH2:16][O:15][C:12]3[CH:11]=[CH:10][C:9]([N:4]4[CH2:5][CH2:6][NH:1][C:2](=[O:7])[CH2:3]4)=[N:14][CH:13]=3)[CH2:24][CH2:23]2)=[N:26][CH:27]=1)[CH3:32].